This data is from Catalyst prediction with 721,799 reactions and 888 catalyst types from USPTO. The task is: Predict which catalyst facilitates the given reaction. (1) Reactant: Cl[CH2:2][CH2:3][CH2:4][O:5][C:6]1[CH:11]=[CH:10][C:9]([C:12]2[O:13][C:14]([C:24]([O:26][CH2:27][CH3:28])=[O:25])=[C:15]([CH2:17][N:18]3[CH2:23][CH2:22][CH2:21][CH2:20][CH2:19]3)[N:16]=2)=[CH:8][CH:7]=1.C(=O)([O-])[O-].[K+].[K+].[CH3:35][CH:36]1[CH2:40][CH2:39][CH2:38][NH:37]1.C(OCC)(=O)C. Product: [CH3:35][CH:36]1[CH2:40][CH2:39][CH2:38][N:37]1[CH2:2][CH2:3][CH2:4][O:5][C:6]1[CH:11]=[CH:10][C:9]([C:12]2[O:13][C:14]([C:24]([O:26][CH2:27][CH3:28])=[O:25])=[C:15]([CH2:17][N:18]3[CH2:23][CH2:22][CH2:21][CH2:20][CH2:19]3)[N:16]=2)=[CH:8][CH:7]=1. The catalyst class is: 10. (2) Reactant: [NH2:1][C:2]1[CH:6]=[CH:5][S:4][C:3]=1[C:7]([O:9]C)=O.[F:11][C:12]([F:17])([F:16])[C:13](N)=[NH:14].FC(F)(F)C(O)=O. Product: [F:11][C:12]([F:17])([F:16])[C:13]1[NH:14][C:7](=[O:9])[C:3]2[S:4][CH:5]=[CH:6][C:2]=2[N:1]=1. The catalyst class is: 14.